From a dataset of Experimentally validated miRNA-target interactions with 360,000+ pairs, plus equal number of negative samples. Binary Classification. Given a miRNA mature sequence and a target amino acid sequence, predict their likelihood of interaction. (1) The miRNA is mmu-miR-362-5p with sequence AAUCCUUGGAACCUAGGUGUGAAU. The protein sequence of the target gene is MENSVAPFVLYSGTEPRTPGEDSLPLPAEEEGAASTAQTPCSLSASLCFSSGDDSPPQSRASAAEGSEASPPSLRSDLRVVETQWDVSSAASPESPEECARPEEPASPEDPPSRHEHARPVELESLDELGEPVPVPPGVGSVHGEPDLVIEVAGRRLRAHKAVLAARSDYFRARASRDVLRVQGVSFTALRLLLADAYSGRMAGVRPDNVAEVVAGARRLQLPGAAQRATEAMAPQLSLDNCYEVLSAGKRQRLTELRDAAYRFMSDHYLEVLREPAVFGRLSGAERDLLLRRRLCTGRA.... Result: 1 (interaction). (2) The miRNA is hsa-miR-3689b-3p with sequence CUGGGAGGUGUGAUAUUGUGGU. The protein sequence of the target gene is MSGSTQPVAQTWRATEPRYPPHSLSYPVQIARTHTDVGLLEYQHHSRDYASHLSPGSIIQPQRRRPSLLSEFQPGNERSQELHLRPESHSYLPELGKSEMEFIESKRPRLELLPDPLLRPSPLLATGQPAGSEDLTKDRSLTGKLEPVSPPSPPHTDPELELVPPRLSKEELIQNMDRVDREITMVEQQISKLKKKQQQLEEEAAKPPEPEKPVSPPPIESKHRSLVQIIYDENRKKAEAAHRILEGLGPQVELPLYNQPSDTRQYHENIKINQAMRKKLILYFKRRNHARKQWEQKFCQ.... Result: 1 (interaction). (3) Result: 0 (no interaction). The miRNA is hsa-miR-4659a-3p with sequence UUUCUUCUUAGACAUGGCAACG. The protein sequence of the target gene is MLFWHTQPEHYNQHNSGSYLRDVLALPIFKQEEPQLSPENGARLPPLQYVLCAATSPAVKLHEETLTYLNQGQSYEIRLLENRKLGDFQDLNTKYVKSIIRVVFHDRRLQYTEYQQLEGWRWSRPGDRILDIDIPLSVGILDPRASPTQLNAVEFLWDPSKRASAFIQVHCISTEFTPRKHGGEKGVPFRVQIDTFKQNESGDYSEHLHSASCQIKVFKPKGADRKQKTDREKMEKRTAQEKEKYQPSYETTILTECSPWPDVPYQANNTPSPSYNGSPNSFGLREGNSSPNHPVEPLPL.... (4) The miRNA is mmu-miR-758-3p with sequence UUUGUGACCUGGUCCACUA. The protein sequence of the target gene is MATSASSHLNKGIKQMYMSLPQGEKVQAMYIWVDGTGEGLRCKTRTLDCEPKCVEELPEWNFDGSSTFQSEGSNSDMYLHPVAMFRDPFRKDPNKLVLCEVFKYNRKPAETNLRHICKRIMDMVSNQHPWFGMEQEYTLMGTDGHPFGWPSNGFPGPQGPYYCGVGADKAYGRDIVEAHYRACLYAGVKITGTNAEVMPAQWEFQIGPCEGIRMGDHLWIARFILHRVCEDFGVIATFDPKPIPGNWNGAGCHTNFSTKAMREENGLKCIEEAIDKLSKRHQYHIRAYDPKGGLDNARRL.... Result: 1 (interaction). (5) The protein sequence of the target gene is MAIAQLATEYVFSDFLLKEPTEPKFKGLRLELAVDKMVTCIAVGLPLLLISLAFAQEISIGTQISCFSPSSFSWRQAAFVDSYCWAAVQQKNSLQSESGNLPLWLHKFFPYILLLFAILLYLPPLFWRFAAAPHICSDLKFIMEELDKVYNRAIKAAKSARDLDMRDGACSVPGVTENLGQSLWEVSESHFKYPIVEQYLKTKKNSNNLIIKYISCRLLTLIIILLACIYLGYYFSLSSLSDEFVCSIKSGILRNDSTVPDQFQCKLIAVGIFQLLSVINLVVYVLLAPVVVYTLFVPFR.... Result: 1 (interaction). The miRNA is hsa-miR-548az-5p with sequence CAAAAGUGAUUGUGGUUUUUGC. (6) The miRNA is hsa-miR-376c-3p with sequence AACAUAGAGGAAAUUCCACGU. The protein sequence of the target gene is MATMLLLLATLAGLFTTTEGQSFHLGKCPSPPVQENFDVKKYLGRWYEIEKIPVSFEKGNCIQANYSLMENGNIKVLNKELRPDGTLNQVEGEAKQSNMSEPAKLEVQFFSLMPPAPYWILATDYESYALVYSCTTFFWFFHVDYVWILGRNPYLPPETITYLKYILTSNDIDIAKITTKDQANCPDFL. Result: 0 (no interaction). (7) The miRNA is hsa-miR-6741-3p with sequence UCGGCUCUCUCCCUCACCCUAG. The protein sequence of the target gene is MGPGGPLLSPSRGFLLCKTGWHSNRLLGDCGPHTPVSTALSFIAVGMAAPSMKERQVCWGARDEYWKCLDENLEDASQCKKLRSSFESSCPQQWIKYFDKRRDYLKFKEKFEAGQFEPSETTAKS. Result: 0 (no interaction).